This data is from Full USPTO retrosynthesis dataset with 1.9M reactions from patents (1976-2016). The task is: Predict the reactants needed to synthesize the given product. (1) Given the product [Cl:1][C:2]1[CH:10]=[C:9]2[C:5]([C:6]([C:11]([N:13]3[CH2:18][CH2:17][C:16]4([C:22]5[CH:23]=[CH:24][CH:25]=[CH:26][C:21]=5[C:20](=[O:27])[O:19]4)[CH2:15][CH2:14]3)=[O:12])=[CH:7][N:8]2[C:31](=[O:32])[C:30]2[CH:34]=[CH:35][CH:36]=[CH:37][C:29]=2[F:28])=[CH:4][CH:3]=1, predict the reactants needed to synthesize it. The reactants are: [Cl:1][C:2]1[CH:10]=[C:9]2[C:5]([C:6]([C:11]([N:13]3[CH2:18][CH2:17][C:16]4([C:22]5[CH:23]=[CH:24][CH:25]=[CH:26][C:21]=5[C:20](=[O:27])[O:19]4)[CH2:15][CH2:14]3)=[O:12])=[CH:7][NH:8]2)=[CH:4][CH:3]=1.[F:28][C:29]1[CH:37]=[CH:36][CH:35]=[CH:34][C:30]=1[C:31](Cl)=[O:32]. (2) Given the product [Cl:17][CH2:13][C:10]1[CH:11]=[CH:12][C:7]([CH2:6][N:1]2[CH2:5][CH2:4][CH2:3][CH2:2]2)=[CH:8][CH:9]=1, predict the reactants needed to synthesize it. The reactants are: [N:1]1([CH2:6][C:7]2[CH:12]=[CH:11][C:10]([CH2:13]O)=[CH:9][CH:8]=2)[CH2:5][CH2:4][CH2:3][CH2:2]1.S(Cl)([Cl:17])=O. (3) Given the product [CH2:23]([O:1][C:2]1[CH:10]=[C:9]2[C:5]([C:6]([C:13]#[N:14])=[CH:7][N:8]2[CH2:11][CH3:12])=[CH:4][CH:3]=1)[CH3:24], predict the reactants needed to synthesize it. The reactants are: [OH:1][C:2]1[CH:10]=[C:9]2[C:5]([C:6]([C:13]#[N:14])=[CH:7][N:8]2[CH2:11][CH3:12])=[CH:4][CH:3]=1.C([O-])([O-])=O.[K+].[K+].IC.[CH2:23](C(C)=O)[CH3:24]. (4) Given the product [CH3:19][C:11]1[CH:2]=[C:3]([C:4]([O:6][CH3:7])=[O:5])[CH:8]=[C:9]([N+:16]([O-:18])=[O:17])[C:10]=1[C:12]([O:14][CH3:15])=[O:13], predict the reactants needed to synthesize it. The reactants are: Br[C:2]1[CH:11]=[C:10]([C:12]([O:14][CH3:15])=[O:13])[C:9]([N+:16]([O-:18])=[O:17])=[CH:8][C:3]=1[C:4]([O:6][CH3:7])=[O:5].[C:19](=O)([O-])[O-].[Cs+].[Cs+].CB1OB(C)OB(C)O1. (5) Given the product [CH3:17][O:16][C:14](=[O:15])[C:9]([NH:6][C:5]1[CH:7]=[CH:8][C:2]([F:1])=[CH:3][CH:4]=1)=[CH:10][C:11]([O:13][CH3:18])=[O:12], predict the reactants needed to synthesize it. The reactants are: [F:1][C:2]1[CH:8]=[CH:7][C:5]([NH2:6])=[CH:4][CH:3]=1.[C:9]([C:14]([O:16][CH3:17])=[O:15])#[C:10][C:11]([O-:13])=[O:12].[CH3:18]O.